This data is from NCI-60 drug combinations with 297,098 pairs across 59 cell lines. The task is: Regression. Given two drug SMILES strings and cell line genomic features, predict the synergy score measuring deviation from expected non-interaction effect. (1) Drug 1: C1CCC(C1)C(CC#N)N2C=C(C=N2)C3=C4C=CNC4=NC=N3. Drug 2: CC1=C2C(C(=O)C3(C(CC4C(C3C(C(C2(C)C)(CC1OC(=O)C(C(C5=CC=CC=C5)NC(=O)OC(C)(C)C)O)O)OC(=O)C6=CC=CC=C6)(CO4)OC(=O)C)OC)C)OC. Cell line: NCI-H322M. Synergy scores: CSS=37.1, Synergy_ZIP=-5.22, Synergy_Bliss=-4.14, Synergy_Loewe=-67.5, Synergy_HSA=-4.11. (2) Drug 1: CC1=C(C=C(C=C1)NC2=NC=CC(=N2)N(C)C3=CC4=NN(C(=C4C=C3)C)C)S(=O)(=O)N.Cl. Drug 2: CC1=C2C(C(=O)C3(C(CC4C(C3C(C(C2(C)C)(CC1OC(=O)C(C(C5=CC=CC=C5)NC(=O)C6=CC=CC=C6)O)O)OC(=O)C7=CC=CC=C7)(CO4)OC(=O)C)O)C)OC(=O)C. Cell line: EKVX. Synergy scores: CSS=39.8, Synergy_ZIP=5.92, Synergy_Bliss=7.61, Synergy_Loewe=-22.1, Synergy_HSA=7.04.